This data is from Forward reaction prediction with 1.9M reactions from USPTO patents (1976-2016). The task is: Predict the product of the given reaction. Given the reactants [NH2:1][C:2]([C:6]1[CH:11]=[CH:10][CH:9]=[C:8]([Cl:12])[CH:7]=1)([CH3:5])[C:3]#[N:4].CC(C[AlH]CC(C)C)C, predict the reaction product. The product is: [Cl:12][C:8]1[CH:7]=[C:6]([C:2]([NH2:1])([CH3:5])[CH2:3][NH2:4])[CH:11]=[CH:10][CH:9]=1.